From a dataset of Full USPTO retrosynthesis dataset with 1.9M reactions from patents (1976-2016). Predict the reactants needed to synthesize the given product. (1) Given the product [CH3:33][O:32][C:29]1[CH:30]=[CH:31][C:26]([CH2:25][N:15]2[C:14](=[O:34])[N:13]3[CH:9]([CH2:10][CH:11]([O:35][C:36]4[CH:41]=[C:40]([C:42]5[CH:47]=[CH:46][CH:45]=[CH:44][CH:43]=5)[N:39]=[C:38]([O:48][CH3:49])[N:37]=4)[CH2:12]3)[C:8](=[O:50])[NH:7][C:6]3([C:4]([OH:5])=[O:3])[CH:23]([CH2:24]3)[CH:22]=[CH:21][CH2:20][CH2:19][CH2:18][CH2:17][CH2:16]2)=[CH:27][CH:28]=1, predict the reactants needed to synthesize it. The reactants are: C([O:3][C:4]([C:6]12[CH2:24][CH:23]1[CH:22]=[CH:21][CH2:20][CH2:19][CH2:18][CH2:17][CH2:16][N:15]([CH2:25][C:26]1[CH:31]=[CH:30][C:29]([O:32][CH3:33])=[CH:28][CH:27]=1)[C:14](=[O:34])[N:13]1[CH:9]([CH2:10][CH:11]([O:35][C:36]3[CH:41]=[C:40]([C:42]4[CH:47]=[CH:46][CH:45]=[CH:44][CH:43]=4)[N:39]=[C:38]([O:48][CH3:49])[N:37]=3)[CH2:12]1)[C:8](=[O:50])[NH:7]2)=[O:5])C.CO.[Li+].[OH-].C(O)(=O)CC(CC(O)=O)(C(O)=O)O. (2) Given the product [CH2:1]([N:3]1[C:9](=[O:10])[C:8]([CH3:12])([CH3:11])[C:7](=[O:13])[N:6]([CH3:14])[C:5]2[CH:15]=[C:16]([CH2:19][N:20]([CH2:33][CH2:34][C:35]3[CH:36]=[N:37][CH:38]=[CH:39][CH:40]=3)[CH:21]=[O:32])[CH:17]=[CH:18][C:4]1=2)[CH3:2], predict the reactants needed to synthesize it. The reactants are: [CH2:1]([N:3]1[C:9](=[O:10])[C:8]([CH3:12])([CH3:11])[C:7](=[O:13])[N:6]([CH3:14])[C:5]2[CH:15]=[C:16]([CH2:19][N:20]([CH2:33][CH2:34][C:35]3[CH:36]=[N:37][CH:38]=[CH:39][CH:40]=3)[C:21](=[O:32])CC3C4C(=CC=CC=4)NN=3)[CH:17]=[CH:18][C:4]1=2)[CH3:2].CI. (3) Given the product [Cl:16][C:17]1[CH:18]=[CH:19][C:20]([C:25]([F:26])([F:27])[F:28])=[C:21]([CH:24]=1)[CH2:22][NH:15][C:13]1[NH:12][N:11]=[C:10]([NH:9][C:4]2[CH:5]=[C:6]([Cl:8])[CH:7]=[C:2]([Cl:1])[CH:3]=2)[N:14]=1, predict the reactants needed to synthesize it. The reactants are: [Cl:1][C:2]1[CH:3]=[C:4]([NH:9][C:10]2[N:14]=[C:13]([NH2:15])[NH:12][N:11]=2)[CH:5]=[C:6]([Cl:8])[CH:7]=1.[Cl:16][C:17]1[CH:18]=[CH:19][C:20]([C:25]([F:28])([F:27])[F:26])=[C:21]([CH:24]=1)[CH:22]=O.[BH4-].[Na+]. (4) Given the product [OH:24][CH:23]([C:8]1[N:7]([CH3:6])[C:15]2[C:10]([C:9]=1[C:16]1[CH:21]=[CH:20][CH:19]=[CH:18][CH:17]=1)=[CH:11][CH:12]=[CH:13][CH:14]=2)[C:22]([O:26][CH2:27][CH3:28])=[O:25], predict the reactants needed to synthesize it. The reactants are: C([Li])CCC.[CH3:6][N:7]1[C:15]2[C:10](=[CH:11][CH:12]=[CH:13][CH:14]=2)[C:9]([C:16]2[CH:21]=[CH:20][CH:19]=[CH:18][CH:17]=2)=[CH:8]1.[C:22]([O:26][CH2:27][CH3:28])(=[O:25])[CH:23]=[O:24].C1(C)C=CC=CC=1.